From a dataset of Peptide-MHC class II binding affinity with 134,281 pairs from IEDB. Regression. Given a peptide amino acid sequence and an MHC pseudo amino acid sequence, predict their binding affinity value. This is MHC class II binding data. (1) The peptide sequence is YDKFLKNVSTVLTGK. The MHC is DRB1_0404 with pseudo-sequence DRB1_0404. The binding affinity (normalized) is 0.793. (2) The MHC is HLA-DPA10301-DPB10402 with pseudo-sequence HLA-DPA10301-DPB10402. The binding affinity (normalized) is 0.190. The peptide sequence is VDIKPKDSDEFIPMK.